Task: Regression/Classification. Given a drug SMILES string, predict its absorption, distribution, metabolism, or excretion properties. Task type varies by dataset: regression for continuous measurements (e.g., permeability, clearance, half-life) or binary classification for categorical outcomes (e.g., BBB penetration, CYP inhibition). Dataset: cyp2c19_veith.. Dataset: CYP2C19 inhibition data for predicting drug metabolism from PubChem BioAssay (1) The molecule is CN(C)C(=O)CSC1c2ccccc2C(=O)N1c1ccccc1. The result is 0 (non-inhibitor). (2) The molecule is CC1=C(Br)C(=O)C(C)=C(Br)C1=O.Cc1c(O)c(Br)c(C)c(O)c1Br. The result is 1 (inhibitor).